The task is: Predict the reactants needed to synthesize the given product.. This data is from Full USPTO retrosynthesis dataset with 1.9M reactions from patents (1976-2016). (1) Given the product [F:12][C:13]([F:24])([F:25])[O:14][C:15]1[CH:20]=[CH:19][C:18]([C:2]2[CH:11]=[C:6]([C:7]([O:9][CH3:10])=[O:8])[CH:5]=[N:4][CH:3]=2)=[CH:17][CH:16]=1, predict the reactants needed to synthesize it. The reactants are: Br[C:2]1[CH:3]=[N:4][CH:5]=[C:6]([CH:11]=1)[C:7]([O:9][CH3:10])=[O:8].[F:12][C:13]([F:25])([F:24])[O:14][C:15]1[CH:20]=[CH:19][C:18](B(O)O)=[CH:17][CH:16]=1. (2) The reactants are: Cl[C:2]1[C:3]([NH2:9])=[N:4][CH:5]=[N:6][C:7]=1Cl.[NH2:10][CH:11]1[CH2:16][CH2:15][CH2:14][N:13]([C:17]([O:19]C(C)(C)C)=O)[CH2:12]1.[O:24]([C:31]1[CH:36]=[CH:35][C:34](B(O)O)=[CH:33][CH:32]=1)[C:25]1[CH:30]=[CH:29][CH:28]=[CH:27][CH:26]=1.Cl.[CH3:41][N:42]([CH3:49])[CH2:43]/[CH:44]=[CH:45]/C(O)=O. Given the product [NH2:9][C:3]1[N:4]=[CH:5][N:6]=[C:7]([NH:10][CH:11]2[CH2:16][CH2:15][CH2:14][N:13]([C:17](=[O:19])/[CH:45]=[CH:44]/[CH2:43][N:42]([CH3:49])[CH3:41])[CH2:12]2)[C:2]=1[C:28]1[CH:29]=[CH:30][C:25]([O:24][C:31]2[CH:36]=[CH:35][CH:34]=[CH:33][CH:32]=2)=[CH:26][CH:27]=1, predict the reactants needed to synthesize it. (3) Given the product [OH:5][C:3]1[C:2]([CH3:7])([CH3:1])[NH:8][C:9](=[O:29])[C:10]=1[C:11]1[CH:16]=[CH:15][C:14]([O:17][CH2:18][C:19]2[CH:28]=[CH:27][C:26]3[C:21](=[CH:22][CH:23]=[CH:24][CH:25]=3)[N:20]=2)=[CH:13][CH:12]=1, predict the reactants needed to synthesize it. The reactants are: [CH3:1][C:2]([NH:8][C:9](=[O:29])[CH2:10][C:11]1[CH:16]=[CH:15][C:14]([O:17][CH2:18][C:19]2[CH:28]=[CH:27][C:26]3[C:21](=[CH:22][CH:23]=[CH:24][CH:25]=3)[N:20]=2)=[CH:13][CH:12]=1)([CH3:7])[C:3]([O:5]C)=O.[H-].[Na+]. (4) The reactants are: [N+:1]([C:4]1[CH:14]=[CH:13][C:7]([CH:8]=[CH:9][C:10]([OH:12])=[O:11])=[CH:6][CH:5]=1)([O-:3])=[O:2].OS(O)(=O)=O.[CH3:20]O. Given the product [N+:1]([C:4]1[CH:5]=[CH:6][C:7](/[CH:8]=[CH:9]/[C:10]([O:12][CH3:20])=[O:11])=[CH:13][CH:14]=1)([O-:3])=[O:2], predict the reactants needed to synthesize it. (5) Given the product [CH2:36]([O:40][C:41]1[CH:48]=[CH:47][C:46]([F:49])=[CH:45][C:42]=1[CH2:43][NH:44][C:21]([C:19]1[N:20]=[C:16]2[CH:15]=[C:14]([CH3:24])[C:13]([C@H:25]([O:30][C:31]([CH3:32])([CH3:34])[CH3:33])[C:26]([O:28][CH3:29])=[O:27])=[C:12]([N:9]3[CH2:10][CH2:11][C:6]([CH3:35])([O:5][CH2:2][CH:3]=[CH2:4])[CH2:7][CH2:8]3)[N:17]2[CH:18]=1)=[O:23])[CH2:37][CH:38]=[CH2:39], predict the reactants needed to synthesize it. The reactants are: [Na+].[CH2:2]([O:5][C:6]1([CH3:35])[CH2:11][CH2:10][N:9]([C:12]2[N:17]3[CH:18]=[C:19]([C:21]([O-:23])=O)[N:20]=[C:16]3[CH:15]=[C:14]([CH3:24])[C:13]=2[C@H:25]([O:30][C:31]([CH3:34])([CH3:33])[CH3:32])[C:26]([O:28][CH3:29])=[O:27])[CH2:8][CH2:7]1)[CH:3]=[CH2:4].[CH2:36]([O:40][C:41]1[CH:48]=[CH:47][C:46]([F:49])=[CH:45][C:42]=1[CH2:43][NH2:44])[CH2:37][CH:38]=[CH2:39].C(OC1C=CC=CC=1CNC(C1N=C2C=C(C)C([C@H](OC(C)(C)C)C(OC)=O)=C(N3CCC(CCC=C)(C)CC3)N2C=1)=O)C=C. (6) Given the product [C:19]1([N:25]2[C:6]3=[N:7][C:11](=[O:12])[C:10]4[CH:15]=[CH:16][CH:17]=[CH:18][C:9]=4[C:8]3=[N:27][NH:26]2)[CH:24]=[CH:23][CH:22]=[CH:21][CH:20]=1, predict the reactants needed to synthesize it. The reactants are: C([Li])CCC.[C:6]([CH2:8][C:9]1[CH:18]=[CH:17][CH:16]=[CH:15][C:10]=1[C:11](OC)=[O:12])#[N:7].[C:19]1([N:25]=[N+:26]=[N-:27])[CH:24]=[CH:23][CH:22]=[CH:21][CH:20]=1.[Cl-].[NH4+].C(O)(=O)CC(CC(O)=O)(C(O)=O)O. (7) Given the product [CH3:23][S:20]([C:17]1[CH:18]=[CH:19][C:14](/[C:4](/[CH2:3][O:2][C:1]([O:24][CH2:25][CH2:26][CH2:27][CH2:28][CH2:29][O:30][N+:31]([O-:33])=[O:32])=[O:34])=[C:5](\[C:8]2[CH:9]=[CH:10][CH:11]=[CH:12][CH:13]=2)/[C:6]([OH:37])=[O:7])=[CH:15][CH:16]=1)(=[O:21])=[O:22], predict the reactants needed to synthesize it. The reactants are: [C:1](=[O:34])([O:24][CH2:25][CH2:26][CH2:27][CH2:28][CH2:29][O:30][N+:31]([O-:33])=[O:32])[O:2][CH2:3]/[C:4](/[C:14]1[CH:19]=[CH:18][C:17]([S:20]([CH3:23])(=[O:22])=[O:21])=[CH:16][CH:15]=1)=[C:5](/[C:8]1[CH:13]=[CH:12][CH:11]=[CH:10][CH:9]=1)\[CH2:6][OH:7].CC(OI1(OC(C)=O)(OC(C)=O)OC(=O)C2C=CC=CC1=2)=[O:37].O.OP(O)(O)=O.[O-]Cl=O.[Na+].CC(=CC)C.